From a dataset of Catalyst prediction with 721,799 reactions and 888 catalyst types from USPTO. Predict which catalyst facilitates the given reaction. Reactant: [OH-].[Li+].C[O:4][C:5]([C:7]1[CH:44]=[CH:43][C:10]([CH2:11][CH:12](/[CH:25]=[CH:26]/[C:27]2[CH:32]=[CH:31][CH:30]=[CH:29][C:28]=2[O:33][CH2:34][CH2:35][CH2:36][N:37]2[CH2:41][CH2:40][CH2:39][C:38]2=[O:42])[CH2:13][CH2:14][C:15]2[CH:24]=[CH:23][C:18]([C:19]([O:21]C)=[O:20])=[CH:17][CH:16]=2)=[CH:9][CH:8]=1)=[O:6]. Product: [C:5]([C:7]1[CH:8]=[CH:9][C:10]([CH2:11][CH:12](/[CH:25]=[CH:26]/[C:27]2[CH:32]=[CH:31][CH:30]=[CH:29][C:28]=2[O:33][CH2:34][CH2:35][CH2:36][N:37]2[CH2:41][CH2:40][CH2:39][C:38]2=[O:42])[CH2:13][CH2:14][C:15]2[CH:24]=[CH:23][C:18]([C:19]([OH:21])=[O:20])=[CH:17][CH:16]=2)=[CH:43][CH:44]=1)([OH:6])=[O:4]. The catalyst class is: 20.